This data is from Full USPTO retrosynthesis dataset with 1.9M reactions from patents (1976-2016). The task is: Predict the reactants needed to synthesize the given product. Given the product [CH3:7][O:8][C:9]([C:11]1[CH:12]=[N:13][N:14]([C:16]([C:17]2[CH:22]=[CH:21][CH:20]=[CH:19][CH:18]=2)([C:29]2[CH:30]=[CH:31][CH:32]=[CH:33][CH:34]=2)[C:23]2[CH:24]=[CH:25][CH:26]=[CH:27][CH:28]=2)[CH:15]=1)=[O:10], predict the reactants needed to synthesize it. The reactants are: CC(C)([O-])C.[K+].[CH3:7][O:8][C:9]([C:11]1[CH:12]=[N:13][NH:14][CH:15]=1)=[O:10].[C:16](Cl)([C:29]1[CH:34]=[CH:33][CH:32]=[CH:31][CH:30]=1)([C:23]1[CH:28]=[CH:27][CH:26]=[CH:25][CH:24]=1)[C:17]1[CH:22]=[CH:21][CH:20]=[CH:19][CH:18]=1.O.C(OCC)(=O)C.